This data is from Merck oncology drug combination screen with 23,052 pairs across 39 cell lines. The task is: Regression. Given two drug SMILES strings and cell line genomic features, predict the synergy score measuring deviation from expected non-interaction effect. Drug 1: CN1C(=O)C=CC2(C)C3CCC4(C)C(NC(=O)OCC(F)(F)F)CCC4C3CCC12. Drug 2: CNC(=O)c1cc(Oc2ccc(NC(=O)Nc3ccc(Cl)c(C(F)(F)F)c3)cc2)ccn1. Cell line: VCAP. Synergy scores: synergy=1.21.